Regression. Given two drug SMILES strings and cell line genomic features, predict the synergy score measuring deviation from expected non-interaction effect. From a dataset of NCI-60 drug combinations with 297,098 pairs across 59 cell lines. (1) Synergy scores: CSS=-4.50, Synergy_ZIP=0.374, Synergy_Bliss=-4.47, Synergy_Loewe=-5.13, Synergy_HSA=-5.90. Drug 1: CN1C(=O)N2C=NC(=C2N=N1)C(=O)N. Cell line: NCI-H522. Drug 2: CCN(CC)CCNC(=O)C1=C(NC(=C1C)C=C2C3=C(C=CC(=C3)F)NC2=O)C. (2) Drug 1: CC1=C(C(CCC1)(C)C)C=CC(=CC=CC(=CC(=O)O)C)C. Drug 2: COC1=C2C(=CC3=C1OC=C3)C=CC(=O)O2. Cell line: SF-295. Synergy scores: CSS=-1.55, Synergy_ZIP=1.30, Synergy_Bliss=0.470, Synergy_Loewe=-2.77, Synergy_HSA=-2.57. (3) Drug 1: C1=CN(C(=O)N=C1N)C2C(C(C(O2)CO)O)O.Cl. Drug 2: C#CCC(CC1=CN=C2C(=N1)C(=NC(=N2)N)N)C3=CC=C(C=C3)C(=O)NC(CCC(=O)O)C(=O)O. Cell line: K-562. Synergy scores: CSS=85.9, Synergy_ZIP=-1.34, Synergy_Bliss=-15.3, Synergy_Loewe=32.1, Synergy_HSA=-10.8. (4) Drug 1: C1CCN(CC1)CCOC2=CC=C(C=C2)C(=O)C3=C(SC4=C3C=CC(=C4)O)C5=CC=C(C=C5)O. Drug 2: C1CN1P(=S)(N2CC2)N3CC3. Cell line: UACC-257. Synergy scores: CSS=1.84, Synergy_ZIP=-0.892, Synergy_Bliss=-1.05, Synergy_Loewe=-2.97, Synergy_HSA=-2.79. (5) Drug 1: CCN(CC)CCNC(=O)C1=C(NC(=C1C)C=C2C3=C(C=CC(=C3)F)NC2=O)C. Drug 2: CC1CCCC2(C(O2)CC(NC(=O)CC(C(C(=O)C(C1O)C)(C)C)O)C(=CC3=CSC(=N3)C)C)C. Cell line: SK-MEL-28. Synergy scores: CSS=29.8, Synergy_ZIP=0.648, Synergy_Bliss=1.29, Synergy_Loewe=-10.8, Synergy_HSA=1.23. (6) Drug 1: CC1=CC2C(CCC3(C2CCC3(C(=O)C)OC(=O)C)C)C4(C1=CC(=O)CC4)C. Drug 2: COCCOC1=C(C=C2C(=C1)C(=NC=N2)NC3=CC=CC(=C3)C#C)OCCOC.Cl. Cell line: TK-10. Synergy scores: CSS=27.7, Synergy_ZIP=0.264, Synergy_Bliss=2.53, Synergy_Loewe=-43.4, Synergy_HSA=-1.24. (7) Drug 1: CC1OCC2C(O1)C(C(C(O2)OC3C4COC(=O)C4C(C5=CC6=C(C=C35)OCO6)C7=CC(=C(C(=C7)OC)O)OC)O)O. Drug 2: CCC1=C2CN3C(=CC4=C(C3=O)COC(=O)C4(CC)O)C2=NC5=C1C=C(C=C5)O. Cell line: NCI-H460. Synergy scores: CSS=45.0, Synergy_ZIP=-10.1, Synergy_Bliss=-9.76, Synergy_Loewe=-8.22, Synergy_HSA=-5.08.